This data is from Reaction yield outcomes from USPTO patents with 853,638 reactions. The task is: Predict the reaction yield, written as a fraction of the theoretical maximum amount of product (1.0 means a 100% yield; for example, 0.34 means a 34% yield). The reactants are O[CH2:2][C:3]1[CH:8]=[C:7]([N+:9]([O-:11])=[O:10])[CH:6]=[CH:5][C:4]=1[CH2:12][CH2:13][OH:14].C1(=O)NC(=O)CC1.C1(P(C2C=CC=CC=2)C2C=CC=CC=2)C=CC=CC=1.N(C(OCC)=O)=NC(OCC)=O. The catalyst is C1COCC1. The product is [N+:9]([C:7]1[CH:6]=[CH:5][C:4]2[CH2:12][CH2:13][O:14][CH2:2][C:3]=2[CH:8]=1)([O-:11])=[O:10]. The yield is 0.660.